From a dataset of Reaction yield outcomes from USPTO patents with 853,638 reactions. Predict the reaction yield, written as a fraction of the theoretical maximum amount of product (1.0 means a 100% yield; for example, 0.34 means a 34% yield). The reactants are [F:1][C:2]1[C:30]([F:31])=[CH:29][CH:28]=[CH:27][C:3]=1[O:4][C:5]1[CH:10]=[CH:9][C:8]([C:11]2[C:19]3[C:14](=[N:15][CH:16]=[N:17][C:18]=3[NH2:20])[N:13]([C@@H:21]3[CH2:26][CH2:25][CH2:24][NH:23][CH2:22]3)[N:12]=2)=[CH:7][CH:6]=1.CN(C(ON1N=NC2C=CC=NC1=2)=[N+](C)C)C.F[P-](F)(F)(F)(F)F.C(N(CC)CC)C.[C:63]([CH2:65][C:66](O)=[O:67])#[N:64]. The catalyst is ClCCl. The product is [NH2:20][C:18]1[N:17]=[CH:16][N:15]=[C:14]2[N:13]([C@@H:21]3[CH2:26][CH2:25][CH2:24][N:23]([C:66](=[O:67])[CH2:65][C:63]#[N:64])[CH2:22]3)[N:12]=[C:11]([C:8]3[CH:7]=[CH:6][C:5]([O:4][C:3]4[CH:27]=[CH:28][CH:29]=[C:30]([F:31])[C:2]=4[F:1])=[CH:10][CH:9]=3)[C:19]=12. The yield is 0.690.